This data is from Forward reaction prediction with 1.9M reactions from USPTO patents (1976-2016). The task is: Predict the product of the given reaction. (1) Given the reactants [Br:1][CH2:2][C:3]1[CH:11]=[CH:10][C:9]([F:12])=[CH:8][C:4]=1[C:5]([OH:7])=O.C(Cl)(=O)C(Cl)=O.[Br:19][C:20]1[C:21]([CH3:27])=[C:22]([CH:24]=[CH:25][CH:26]=1)[NH2:23], predict the reaction product. The product is: [Br:19][C:20]1[C:21]([CH3:27])=[C:22]([NH:23][C:5](=[O:7])[C:4]2[CH:8]=[C:9]([F:12])[CH:10]=[CH:11][C:3]=2[CH2:2][Br:1])[CH:24]=[CH:25][CH:26]=1. (2) Given the reactants Cl.[F:2][CH:3]1[C:8]([CH3:10])([OH:9])[CH2:7][CH2:6][NH:5][CH2:4]1.Cl[C:12]1[N:17]=[C:16]([NH2:18])[CH:15]=[CH:14][N:13]=1.C(=O)([O-])[O-].[K+].[K+], predict the reaction product. The product is: [NH2:18][C:16]1[CH:15]=[CH:14][N:13]=[C:12]([N:5]2[CH2:6][CH2:7][C:8]([CH3:10])([OH:9])[CH:3]([F:2])[CH2:4]2)[N:17]=1. (3) Given the reactants Cl[C:2]1[N:7]=[C:6]([CH3:8])[CH:5]=[C:4]([CH3:9])[N:3]=1.[NH2:10][C:11]1[CH:12]=[C:13](B(O)O)[CH:14]=[CH:15][CH:16]=1.C([O-])([O-])=O.[Na+].[Na+], predict the reaction product. The product is: [CH3:9][C:4]1[CH:5]=[C:6]([CH3:8])[N:7]=[C:2]([C:15]2[CH:16]=[C:11]([NH2:10])[CH:12]=[CH:13][CH:14]=2)[N:3]=1. (4) Given the reactants C(O[BH-](OC(=O)C)OC(=O)C)(=O)C.[Na+].[F:15][C:16]1[C:42]([F:43])=[CH:41][CH:40]=[CH:39][C:17]=1[CH2:18][S:19][C:20]1[N:25]=[C:24]([NH:26][S:27]([N:30]2[CH2:35][CH2:34][C:33](=O)[CH2:32][CH2:31]2)(=[O:29])=[O:28])[CH:23]=[C:22]([O:37][CH3:38])[N:21]=1.[NH:44]1[CH2:49][CH2:48][O:47][CH2:46][CH2:45]1.[OH-].[Na+].Cl, predict the reaction product. The product is: [F:15][C:16]1[C:42]([F:43])=[CH:41][CH:40]=[CH:39][C:17]=1[CH2:18][S:19][C:20]1[N:25]=[C:24]([NH:26][S:27]([N:30]2[CH2:31][CH2:32][CH:33]([N:44]3[CH2:49][CH2:48][O:47][CH2:46][CH2:45]3)[CH2:34][CH2:35]2)(=[O:29])=[O:28])[CH:23]=[C:22]([O:37][CH3:38])[N:21]=1. (5) Given the reactants C(O)(C(F)(F)F)=O.[C:8]([NH:12][C:13]([C:15]1[C:23]2[C:18](=[N:19][CH:20]=[C:21]([NH:24][C@H:25]3[CH2:30][CH2:29][NH:28][C@@H:27]([CH3:31])[CH2:26]3)[N:22]=2)[N:17](CO)[CH:16]=1)=[O:14])([CH3:11])([CH3:10])[CH3:9].C(Cl)Cl, predict the reaction product. The product is: [C:8]([NH:12][C:13]([C:15]1[C:23]2[C:18](=[N:19][CH:20]=[C:21]([NH:24][C@H:25]3[CH2:30][CH2:29][NH:28][C@@H:27]([CH3:31])[CH2:26]3)[N:22]=2)[NH:17][CH:16]=1)=[O:14])([CH3:11])([CH3:9])[CH3:10]. (6) Given the reactants [NH2:1][CH2:2][CH2:3][NH:4][C@@H:5]([C@@H:13]([CH3:16])[CH2:14][CH3:15])[C:6]([O:8]C(C)(C)C)=[O:7].[N:17]1[C:26]2[C:21](=[CH:22][CH:23]=[CH:24][CH:25]=2)[C:20]([CH:27]=O)=[CH:19][CH:18]=1.[BH4-].[Na+].[C:31](=O)(OC1C=CC([N+]([O-])=O)=CC=1)[O:32]C1C=CC([N+]([O-])=O)=CC=1.[F:53][C:54]([F:59])([F:58])[C:55]([OH:57])=[O:56], predict the reaction product. The product is: [F:53][C:54]([F:59])([F:58])[C:55]([OH:57])=[O:56].[CH3:16][C@@H:13]([CH2:14][CH3:15])[C@H:5]([N:4]1[CH2:3][CH2:2][N:1]([CH2:27][C:20]2[C:21]3[C:26](=[CH:25][CH:24]=[CH:23][CH:22]=3)[N:17]=[CH:18][CH:19]=2)[C:31]1=[O:32])[C:6]([OH:8])=[O:7]. (7) The product is: [NH2:21][C:18]1[CH:19]=[CH:20][C:15]([N:12]2[CH:13]=[CH:14][C:9]([O:8][CH2:1][C:2]3[CH:7]=[CH:6][CH:5]=[CH:4][CH:3]=3)=[CH:10][C:11]2=[O:25])=[CH:16][C:17]=1[CH3:24]. Given the reactants [CH2:1]([O:8][C:9]1[CH:14]=[CH:13][N:12]([C:15]2[CH:20]=[CH:19][C:18]([N+:21]([O-])=O)=[C:17]([CH3:24])[CH:16]=2)[C:11](=[O:25])[CH:10]=1)[C:2]1[CH:7]=[CH:6][CH:5]=[CH:4][CH:3]=1.[NH4+].[Cl-], predict the reaction product. (8) Given the reactants [CH2:1]([O:8][C:9]([NH:11][C:12]1[C:21]2[C:16](=[CH:17][CH:18]=[CH:19][CH:20]=2)[C:15]([CH2:22][CH2:23][OH:24])=[C:14]([NH:25][C:26]([C:28]2[NH:29][C:30]3[C:35]([CH:36]=2)=[CH:34][C:33]([O:37][CH3:38])=[CH:32][CH:31]=3)=[O:27])[CH:13]=1)=[O:10])[C:2]1[CH:7]=[CH:6][CH:5]=[CH:4][CH:3]=1.C(N(CC)CC)C.[CH3:46][S:47](Cl)(=[O:49])=[O:48], predict the reaction product. The product is: [CH3:46][S:47]([O:24][CH2:23][CH2:22][C:15]1[C:16]2[C:21](=[CH:20][CH:19]=[CH:18][CH:17]=2)[C:12]([NH:11][C:9]([O:8][CH2:1][C:2]2[CH:3]=[CH:4][CH:5]=[CH:6][CH:7]=2)=[O:10])=[CH:13][C:14]=1[NH:25][C:26]([C:28]1[NH:29][C:30]2[C:35]([CH:36]=1)=[CH:34][C:33]([O:37][CH3:38])=[CH:32][CH:31]=2)=[O:27])(=[O:49])=[O:48]. (9) The product is: [F:30][CH:31]([F:46])[N:32]1[CH:36]=[C:35]([C:2]2[CH:7]=[CH:6][N:5]3[N:8]=[CH:9][C:10]([C:11]([NH:13][C@@H:14]([C:19]4[CH:24]=[CH:23][C:22]([O:25][C:26]([F:29])([F:28])[F:27])=[CH:21][CH:20]=4)[C:15]([OH:18])([CH3:17])[CH3:16])=[O:12])=[C:4]3[N:3]=2)[CH:34]=[N:33]1. Given the reactants Cl[C:2]1[CH:7]=[CH:6][N:5]2[N:8]=[CH:9][C:10]([C:11]([NH:13][C@@H:14]([C:19]3[CH:24]=[CH:23][C:22]([O:25][C:26]([F:29])([F:28])[F:27])=[CH:21][CH:20]=3)[C:15]([OH:18])([CH3:17])[CH3:16])=[O:12])=[C:4]2[N:3]=1.[F:30][CH:31]([F:46])[N:32]1[CH:36]=[C:35](B2OC(C)(C)C(C)(C)O2)[CH:34]=[N:33]1.C(=O)([O-])[O-].[K+].[K+].C1(C)C=CC=CC=1, predict the reaction product. (10) Given the reactants [NH2:1][C:2]1[S:3][C:4]([CH2:11][CH3:12])=[CH:5][C:6]=1[C:7]([O:9]C)=O.ClC(Cl)(O[C:17](=[O:23])OC(Cl)(Cl)Cl)Cl.C(N(CC)CC)C.[C:32]1([CH2:38][CH2:39][CH2:40][NH2:41])[CH:37]=[CH:36][CH:35]=[CH:34][CH:33]=1, predict the reaction product. The product is: [CH2:11]([C:4]1[S:3][C:2]2[NH:1][C:17](=[O:23])[N:41]([CH2:40][CH2:39][CH2:38][C:32]3[CH:37]=[CH:36][CH:35]=[CH:34][CH:33]=3)[C:7](=[O:9])[C:6]=2[CH:5]=1)[CH3:12].